Task: Predict the reactants needed to synthesize the given product.. Dataset: Full USPTO retrosynthesis dataset with 1.9M reactions from patents (1976-2016) (1) The reactants are: Br.[NH2:2][C:3]1[C:4]([Br:13])=[C:5]2[C:10](=[CH:11][CH:12]=1)[N:9]=[CH:8][CH:7]=[N:6]2.NC1C(Br)=C2[C:22](=CC=1)[N:21]=[CH:20][CH:19]=[N:18]2. Given the product [CH:11]1[CH:12]=[C:3]([NH:2][C:22]2[NH:18][CH2:19][CH2:20][N:21]=2)[C:4]([Br:13])=[C:5]2[N:6]=[CH:7][CH:8]=[N:9][C:10]=12, predict the reactants needed to synthesize it. (2) The reactants are: C[O-].[Na+].[CH2:4]([C:11]12[C:27]3[C:23](=[C:24]([C:29]4[CH:34]=[CH:33][CH:32]=[CH:31][CH:30]=4)[N:25]([CH3:28])[N:26]=3)[CH2:22][CH2:21][CH:12]1[CH:13]([CH3:20])[C:14]1[O:18][N:17]=[CH:16][C:15]=1[CH2:19]2)[C:5]1[CH:10]=[CH:9][CH:8]=[CH:7][CH:6]=1. Given the product [CH2:4]([C:11]12[CH2:19][CH:15]([C:16]#[N:17])[C:14](=[O:18])[CH:13]([CH3:20])[CH:12]1[CH2:21][CH2:22][C:23]1[C:27]2=[N:26][N:25]([CH3:28])[C:24]=1[C:29]1[CH:30]=[CH:31][CH:32]=[CH:33][CH:34]=1)[C:5]1[CH:10]=[CH:9][CH:8]=[CH:7][CH:6]=1, predict the reactants needed to synthesize it. (3) Given the product [CH2:19]([O:21][C:22](=[O:33])[CH2:23][C:24]1[C:25](=[O:32])[N:26]([NH:31][CH2:7][C:8]([F:16])([F:15])[C:9]2[CH:14]=[CH:13][CH:12]=[CH:11][N:10]=2)[CH2:27][CH2:28][C:29]=1[CH3:30])[CH3:20], predict the reactants needed to synthesize it. The reactants are: FC(F)(F)S(O[CH2:7][C:8]([F:16])([F:15])[C:9]1[CH:14]=[CH:13][CH:12]=[CH:11][N:10]=1)(=O)=O.[CH2:19]([O:21][C:22](=[O:33])[CH2:23][C:24]1[C:25](=[O:32])[N:26]([NH2:31])[CH2:27][CH2:28][C:29]=1[CH3:30])[CH3:20].C(C1C=C(C)C=C(C(C)(C)C)N=1)(C)(C)C. (4) Given the product [F:25][C:2]([F:1])([F:24])[C:3]1[CH:8]=[CH:7][C:6]([N:9]2[CH2:22][CH2:21][C:11]3([CH2:12][CH2:13][C:14](=[O:15])[CH2:19][CH2:20]3)[C:10]2=[O:23])=[CH:5][CH:4]=1, predict the reactants needed to synthesize it. The reactants are: [F:1][C:2]([F:25])([F:24])[C:3]1[CH:8]=[CH:7][C:6]([N:9]2[CH2:22][CH2:21][C:11]3([CH2:20][CH2:19][C:14]4(OCC[O:15]4)[CH2:13][CH2:12]3)[C:10]2=[O:23])=[CH:5][CH:4]=1.